From a dataset of Full USPTO retrosynthesis dataset with 1.9M reactions from patents (1976-2016). Predict the reactants needed to synthesize the given product. The reactants are: C1(P(C2C=CC=CC=2)C2C=CC=CC=2)C=CC=CC=1.[CH3:20][C:21]1[CH:26]=[C:25]([CH2:27][CH2:28]O)[CH:24]=[CH:23][N:22]=1.[C:30]1(=[O:40])[NH:34][C:33](=[O:35])[C:32]2=[CH:36][CH:37]=[CH:38][CH:39]=[C:31]12. Given the product [CH3:20][C:21]1[CH:26]=[C:25]([CH2:27][CH2:28][N:34]2[C:30](=[O:40])[C:31]3[C:32](=[CH:36][CH:37]=[CH:38][CH:39]=3)[C:33]2=[O:35])[CH:24]=[CH:23][N:22]=1, predict the reactants needed to synthesize it.